This data is from Full USPTO retrosynthesis dataset with 1.9M reactions from patents (1976-2016). The task is: Predict the reactants needed to synthesize the given product. (1) Given the product [ClH:25].[ClH:25].[NH2:18][C@@H:10]([C:11]1[CH:16]=[C:15]([CH3:17])[CH:14]=[CH:13][N:12]=1)[CH2:9][OH:8], predict the reactants needed to synthesize it. The reactants are: [Si]([O:8][CH2:9][C@@H:10]([NH:18][S@](C(C)(C)C)=O)[C:11]1[CH:16]=[C:15]([CH3:17])[CH:14]=[CH:13][N:12]=1)(C(C)(C)C)(C)C.[ClH:25]. (2) Given the product [F:1][C:2]1[CH:7]=[CH:6][CH:5]=[CH:4][C:3]=1[N:8]1[C:16]2[C:11](=[C:12]([N:17]3[CH2:24][C@@H:23]4[C@@H:19]([CH2:20][NH:21][CH2:22]4)[C:18]3=[O:33])[CH:13]=[CH:14][CH:15]=2)[CH:10]=[N:9]1, predict the reactants needed to synthesize it. The reactants are: [F:1][C:2]1[CH:7]=[CH:6][CH:5]=[CH:4][C:3]=1[N:8]1[C:16]2[C:11](=[C:12]([N:17]3[CH2:24][C@@H:23]4[C@@H:19]([CH2:20][N:21]([C@@H](C5C=CC=CC=5)C)[CH2:22]4)[C:18]3=[O:33])[CH:13]=[CH:14][CH:15]=2)[CH:10]=[N:9]1. (3) Given the product [CH2:1]([O:3][C:4]1[CH2:13][C:12]2[C:11]([NH2:14])=[CH:10][CH:9]=[CH:8][C:7]=2[CH2:6][CH:5]=1)[CH3:2], predict the reactants needed to synthesize it. The reactants are: [CH2:1]([O:3][C:4]1[CH:13]=[C:12]2[C:7]([CH:8]=[CH:9][CH:10]=[C:11]2[NH2:14])=[CH:6][CH:5]=1)[CH3:2].C(O)(C)(C)C.[Li].N. (4) Given the product [F:35][C:32]1[CH:31]=[CH:30][C:29]([C:27](=[O:28])[CH2:26][NH:25][C:21]([CH:17]2[CH2:18][CH2:19][CH2:20][N:15]([C:13]([O:12][C:8]([CH3:9])([CH3:10])[CH3:11])=[O:14])[CH2:16]2)=[O:23])=[CH:34][CH:33]=1, predict the reactants needed to synthesize it. The reactants are: C(N(CC)CC)C.[C:8]([O:12][C:13]([N:15]1[CH2:20][CH2:19][CH2:18][CH:17]([C:21]([OH:23])=O)[CH2:16]1)=[O:14])([CH3:11])([CH3:10])[CH3:9].Cl.[NH2:25][CH2:26][C:27]([C:29]1[CH:34]=[CH:33][C:32]([F:35])=[CH:31][CH:30]=1)=[O:28].C(P1(=O)OP(CCC)(=O)OP(CCC)(=O)O1)CC.